Dataset: Full USPTO retrosynthesis dataset with 1.9M reactions from patents (1976-2016). Task: Predict the reactants needed to synthesize the given product. Given the product [N:1]([C:2]([CH2:11][O:12][CH2:13][CH2:14][C:15]([O:17][CH3:18])=[O:16])([CH2:3][O:4][CH2:5][CH2:6][C:7]([O:9][CH3:10])=[O:8])[CH2:19][O:20][CH2:21][CH2:22][C:23]([O:25][CH3:26])=[O:24])=[C:37]=[O:36], predict the reactants needed to synthesize it. The reactants are: [NH2:1][C:2]([CH2:19][O:20][CH2:21][CH2:22][C:23]([O:25][CH3:26])=[O:24])([CH2:11][O:12][CH2:13][CH2:14][C:15]([O:17][CH3:18])=[O:16])[CH2:3][O:4][CH2:5][CH2:6][C:7]([O:9][CH3:10])=[O:8].CN(C1C=CC=CN=1)C.[O:36](C(OC(C)(C)C)=O)[C:37](OC(C)(C)C)=O.